Dataset: Forward reaction prediction with 1.9M reactions from USPTO patents (1976-2016). Task: Predict the product of the given reaction. (1) Given the reactants [Cl:1][C:2]1[CH:3]=[N:4][C:5]2[N:6]([N:8]=[C:9]([C:11]([OH:13])=O)[CH:10]=2)[CH:7]=1.[Br:14][C:15]1[N:19]2[CH2:20][CH2:21][NH:22][CH:23]([CH3:24])[C:18]2=[CH:17][CH:16]=1, predict the reaction product. The product is: [Br:14][C:15]1[N:19]2[CH2:20][CH2:21][N:22]([C:11]([C:9]3[CH:10]=[C:5]4[N:4]=[CH:3][C:2]([Cl:1])=[CH:7][N:6]4[N:8]=3)=[O:13])[CH:23]([CH3:24])[C:18]2=[CH:17][CH:16]=1. (2) The product is: [C:1]([O:5][C:6]([N:8]1[C@@H:12]([CH2:13][N:14]([CH2:25][C:26]2[CH:31]=[CH:30][CH:29]=[CH:28][CH:27]=2)[C:15]2[CH:16]=[CH:17][CH:18]=[CH:19][CH:20]=2)[CH2:11][O:10][C:9]1([CH3:22])[CH3:21])=[O:7])([CH3:4])([CH3:2])[CH3:3]. Given the reactants [C:1]([O:5][C:6]([N:8]1[C@@H:12]([CH2:13][NH:14][C:15]2[CH:20]=[CH:19][CH:18]=[CH:17][CH:16]=2)[CH2:11][O:10][C:9]1([CH3:22])[CH3:21])=[O:7])([CH3:4])([CH3:3])[CH3:2].CO[CH:25](OC)[C:26]1[CH:31]=[CH:30][CH:29]=[CH:28][CH:27]=1.FC(F)(F)C(O)=O.C(O[BH-](OC(=O)C)OC(=O)C)(=O)C.[Na+], predict the reaction product. (3) Given the reactants CON(C)[C:4]([C:6]1[CH:7]=[CH:8][C:9]([N:12]2[CH2:17][CH2:16][N:15]([C:18]([O:20][C:21]([CH3:24])([CH3:23])[CH3:22])=[O:19])[CH2:14][CH2:13]2)=[N:10][CH:11]=1)=[O:5].[CH3:26][Mg]Br, predict the reaction product. The product is: [OH:5][CH:4]([C:6]1[CH:7]=[CH:8][C:9]([N:12]2[CH2:17][CH2:16][N:15]([C:18]([O:20][C:21]([CH3:23])([CH3:24])[CH3:22])=[O:19])[CH2:14][CH2:13]2)=[N:10][CH:11]=1)[CH3:26].